From a dataset of Merck oncology drug combination screen with 23,052 pairs across 39 cell lines. Regression. Given two drug SMILES strings and cell line genomic features, predict the synergy score measuring deviation from expected non-interaction effect. Cell line: EFM192B. Drug 2: N#Cc1ccc(Cn2cncc2CN2CCN(c3cccc(Cl)c3)C(=O)C2)cc1. Drug 1: CC1CC2C3CCC4=CC(=O)C=CC4(C)C3(F)C(O)CC2(C)C1(O)C(=O)CO. Synergy scores: synergy=-15.0.